This data is from Forward reaction prediction with 1.9M reactions from USPTO patents (1976-2016). The task is: Predict the product of the given reaction. (1) Given the reactants Cl[C:2]1[C:3]2[C:10]3[CH2:11][CH2:12][N:13]([C:15]([O:17][C:18]([CH3:21])([CH3:20])[CH3:19])=[O:16])[CH2:14][C:9]=3[S:8][C:4]=2[N:5]=[CH:6][N:7]=1.C([N:24]([CH2:27][CH3:28])CC)C.CO[CH2:31][CH2:32]O, predict the reaction product. The product is: [C:32]1([C@H:27]([NH:24][C:2]2[C:3]3[C:10]4[CH2:11][CH2:12][N:13]([C:15]([O:17][C:18]([CH3:21])([CH3:20])[CH3:19])=[O:16])[CH2:14][C:9]=4[S:8][C:4]=3[N:5]=[CH:6][N:7]=2)[CH3:28])[CH:31]=[CH:9][CH:10]=[CH:3][CH:2]=1. (2) Given the reactants [Cl:1][C:2]1[CH:31]=[C:30]([Cl:32])[CH:29]=[CH:28][C:3]=1[O:4][C:5]1[CH:10]=[CH:9][CH:8]=[CH:7][C:6]=1[NH:11][S:12]([C:15]1[CH:27]=[CH:26][C:18]([C:19]([NH:21][CH2:22][C:23](O)=[O:24])=[O:20])=[CH:17][CH:16]=1)(=[O:14])=[O:13].Cl.Cl.[CH3:35][O:36][C:37](=[O:47])[C@H:38]([CH2:40][CH2:41][CH2:42][NH:43][C:44](=[NH:46])[NH2:45])[NH2:39], predict the reaction product. The product is: [ClH:1].[CH3:35][O:36][C:37](=[O:47])[C@@H:38]([NH:39][C:23](=[O:24])[CH2:22][NH:21][C:19](=[O:20])[C:18]1[CH:26]=[CH:27][C:15]([S:12](=[O:14])(=[O:13])[NH:11][C:6]2[CH:7]=[CH:8][CH:9]=[CH:10][C:5]=2[O:4][C:3]2[CH:28]=[CH:29][C:30]([Cl:32])=[CH:31][C:2]=2[Cl:1])=[CH:16][CH:17]=1)[CH2:40][CH2:41][CH2:42][NH:43][C:44]([NH2:46])=[NH:45]. (3) Given the reactants FC(F)(F)C(O[C:6]1[C:15]2[CH2:14][C@H:13]([O:16][Si:17]([C:30]([CH3:33])([CH3:32])[CH3:31])([C:24]3[CH:29]=[CH:28][CH:27]=[CH:26][CH:25]=3)[C:18]3[CH:23]=[CH:22][CH:21]=[CH:20][CH:19]=3)[CH2:12][CH2:11][C:10]=2[CH:9]=[CH:8][CH:7]=1)=O.[C:36](=[NH:49])([C:43]1[CH:48]=[CH:47][CH:46]=[CH:45][CH:44]=1)[C:37]1[CH:42]=[CH:41][CH:40]=[CH:39][CH:38]=1.C(=O)([O-])[O-].[Cs+].[Cs+], predict the reaction product. The product is: [Si:17]([O:16][C@H:13]1[CH2:14][C:15]2[C:6]([N:49]=[C:36]([C:37]3[CH:42]=[CH:41][CH:40]=[CH:39][CH:38]=3)[C:43]3[CH:48]=[CH:47][CH:46]=[CH:45][CH:44]=3)=[CH:7][CH:8]=[CH:9][C:10]=2[CH2:11][CH2:12]1)([C:30]([CH3:32])([CH3:31])[CH3:33])([C:24]1[CH:29]=[CH:28][CH:27]=[CH:26][CH:25]=1)[C:18]1[CH:19]=[CH:20][CH:21]=[CH:22][CH:23]=1. (4) Given the reactants [CH:1]([C:3]1[CH:8]=[CH:7][C:6]([CH:9]2[C:13]3[CH:14]=[C:15]([NH:20][C:21](=[O:27])[CH2:22][C:23]([CH3:26])([CH3:25])[CH3:24])[C:16]([CH3:19])=[C:17]([CH3:18])[C:12]=3[O:11][C:10]2([CH3:29])[CH3:28])=[CH:5][CH:4]=1)=[O:2].C1COCC1.C(OC(C)C)(C)C, predict the reaction product. The product is: [OH:2][CH2:1][C:3]1[CH:4]=[CH:5][C:6]([CH:9]2[C:13]3[CH:14]=[C:15]([NH:20][C:21](=[O:27])[CH2:22][C:23]([CH3:25])([CH3:24])[CH3:26])[C:16]([CH3:19])=[C:17]([CH3:18])[C:12]=3[O:11][C:10]2([CH3:29])[CH3:28])=[CH:7][CH:8]=1. (5) Given the reactants [CH3:1][S:2][C:3]1[N:8]=[CH:7][C:6]([C:9](=[O:11])[CH3:10])=[CH:5][N:4]=1.[CH3:12][O:13][N:14]=[C:15]1[C:23]2[C:18](=[CH:19][C:20]([CH:24]=O)=[CH:21][CH:22]=2)[CH2:17][CH2:16]1, predict the reaction product. The product is: [CH3:12][O:13][N:14]=[C:15]1[C:23]2[C:18](=[CH:19][C:20](/[CH:24]=[CH:10]/[C:9]([C:6]3[CH:7]=[N:8][C:3]([S:2][CH3:1])=[N:4][CH:5]=3)=[O:11])=[CH:21][CH:22]=2)[CH2:17][CH2:16]1. (6) Given the reactants BrBr.[C:3]1([C:9]2[CH:10]([C:16]3[CH:21]=[CH:20][N:19]=[CH:18][CH:17]=3)[CH2:11][C:12](=[O:15])[NH:13][N:14]=2)[CH:8]=[CH:7][CH:6]=[CH:5][CH:4]=1.C(=O)(O)[O-].[Na+], predict the reaction product. The product is: [C:3]1([C:9]2[N:14]=[N:13][C:12]([OH:15])=[CH:11][C:10]=2[C:16]2[CH:17]=[CH:18][N:19]=[CH:20][CH:21]=2)[CH:4]=[CH:5][CH:6]=[CH:7][CH:8]=1. (7) Given the reactants [CH3:1][S:2](Cl)(=[O:4])=[O:3].[Br:6][C:7]1[C:18]([CH3:19])=[CH:17][C:10]([O:11][C@@H:12]2[CH2:15][C@H:14]([NH2:16])[CH2:13]2)=[CH:9][C:8]=1[CH3:20].C(N(CC)CC)C, predict the reaction product. The product is: [Br:6][C:7]1[C:18]([CH3:19])=[CH:17][C:10]([O:11][C@@H:12]2[CH2:15][C@H:14]([NH:16][S:2]([CH3:1])(=[O:4])=[O:3])[CH2:13]2)=[CH:9][C:8]=1[CH3:20].